This data is from NCI-60 drug combinations with 297,098 pairs across 59 cell lines. The task is: Regression. Given two drug SMILES strings and cell line genomic features, predict the synergy score measuring deviation from expected non-interaction effect. (1) Drug 1: C1CC(=O)NC(=O)C1N2CC3=C(C2=O)C=CC=C3N. Drug 2: C1CCC(CC1)NC(=O)N(CCCl)N=O. Cell line: SF-295. Synergy scores: CSS=38.3, Synergy_ZIP=-8.61, Synergy_Bliss=-4.73, Synergy_Loewe=-3.81, Synergy_HSA=-0.436. (2) Drug 1: CN(C)C1=NC(=NC(=N1)N(C)C)N(C)C. Drug 2: CC1=C(C(=O)C2=C(C1=O)N3CC4C(C3(C2COC(=O)N)OC)N4)N. Cell line: SW-620. Synergy scores: CSS=46.5, Synergy_ZIP=9.31, Synergy_Bliss=8.62, Synergy_Loewe=-24.6, Synergy_HSA=6.19. (3) Drug 1: CC1C(C(CC(O1)OC2CC(OC(C2O)C)OC3=CC4=CC5=C(C(=O)C(C(C5)C(C(=O)C(C(C)O)O)OC)OC6CC(C(C(O6)C)O)OC7CC(C(C(O7)C)O)OC8CC(C(C(O8)C)O)(C)O)C(=C4C(=C3C)O)O)O)O. Drug 2: CN1C2=C(C=C(C=C2)N(CCCl)CCCl)N=C1CCCC(=O)O.Cl. Cell line: HT29. Synergy scores: CSS=55.9, Synergy_ZIP=3.15, Synergy_Bliss=4.90, Synergy_Loewe=-37.8, Synergy_HSA=0.861.